Task: Binary Classification. Given a miRNA mature sequence and a target amino acid sequence, predict their likelihood of interaction.. Dataset: Experimentally validated miRNA-target interactions with 360,000+ pairs, plus equal number of negative samples (1) The miRNA is hsa-miR-7110-5p with sequence UGGGGGUGUGGGGAGAGAGAG. The protein sequence of the target gene is MTMGDKKSPTRPKRQAKPAADEGFWDCSVCTFRNSAEAFKCSICDVRKGTSTRKPRINSQLVAQQVAQQYATPPPPKKEKKEKVEKQDKEKPEKDKEISPSVTKKNTNKKTKPKSDILKDPPSEANSIQSANATTKTSETNHTSRPRLKNVDRSTAQQLAVTVGNVTVIITDFKEKTRSSSTSSSTVTSSAGSEQQNQSSSGSESTDKGSSRSSTPKGDMSAVNDESF. Result: 0 (no interaction). (2) The miRNA is hsa-miR-4328 with sequence CCAGUUUUCCCAGGAUU. The protein sequence of the target gene is MGAWISRTRVPTPEPDPQEVLDLSRLPPELLLLVLSHVPPRTLLMHCRRVCRAWRALVDGQALWLLLLARDHSAAGRALLTLARRCLPPAHEDTPCPLGQFCALRPLGRNLISNPCGQEGLRKWMVRHGGDGWVVEKNRKPVPGAPSQTCFVTSFSWCRKKQVVDLVEKGLWPELLDSGGVEIAVSDWWGARHDSGCKYRLFVTLLDAHQNVIDKFSAVPDPIEQWNNDIYLQVTHVFSGIRRGIRFVSFEHWGQDTQFWAGHYGARVTNSSVIIRVCQS. Result: 0 (no interaction). (3) The miRNA is hsa-miR-4653-3p with sequence UGGAGUUAAGGGUUGCUUGGAGA. The protein sequence of the target gene is MGLKKMKGLSYDEAFAMANDPLEGFHEVNLASPTSPDLLGVYESGTQEQTTSPSVIYRPHPSALSSVPIQANALDVSELPTQPVYSSPRRLNCAEISSISFHVTDPAPCSTSGVTAGLTKLTTRKDNYNAEREFLQGATITEACDGSDDIFGLSTDSLSRLRSPSVLEVREKGYERLKEELAKAQRELKLKDEECERLSKVRDQLGQELEELTASLFEEAHKMVREANIKQATAEKQLKEAQGKIDVLQAEVAALKTLVLSSSPTSPTQEPLPGGKTPFKKGHTRNKSTSSAMSGSHQDL.... Result: 1 (interaction). (4) Result: 1 (interaction). The miRNA is mmu-miR-669e-5p with sequence UGUCUUGUGUGUGCAUGUUCAU. The protein sequence of the target gene is MRLAQPDMVSAAPTEVDRLVWPLADGADKSPLGVLSTTEPLLRLQRTQRVWEVPELDAQYAKAFLELWPLGSFLVIGHEPGQVLMLKAGPSSGDINTYQIQRFPGGVSLESSNLCMPDCPHLLAFLSASRDVLPRTLLLPTPTVGAGDNHSDPHRLGCIQVDTSGRVLSVVNQLYLETHGGWGTETPQQTEPETGQKYSLAPRKPTPHRVSWVEDPLRPEAHHTGQEVHHPGADAHSLGSEVHFSCPALEEEEVNNDCYKDEDEEGCEDMLTAHIRALARTRSSYVARQYRCLRARLISD.... (5) The miRNA is hsa-miR-4804-5p with sequence UUGGACGGUAAGGUUAAGCAA. The protein sequence of the target gene is MKTMATRKRCKLSRTGPEFENVIKRLLCARTFHTRIGGDLTHGIINRGRRANAEQMGLQGSAQHFNIFPLDLWTQGKKTEVQKREGTDSIPAAGRSGTANQPSIAPHRCLFSRGITALDGLKRGRGCNGAAHLVRGDAWKTKLGEPWVSIALALAGPGAILILELSWFLG. Result: 0 (no interaction). (6) The miRNA is hsa-miR-3662 with sequence GAAAAUGAUGAGUAGUGACUGAUG. The protein sequence of the target gene is MRPWALAVTRWPPSAPVGQRRFSAGPGSTPGQLWGSPGLEGPLASPPARDERLPSQQPPSRPPHLPVEERRASAPAGGSPRMLHPATQQSPFMVDLHEQVHQGPVPLSYTVTTVTTQGFPLPTGQHIPGCSAQQLPACSVMFSGQHYPLCCLPPPLIQACTMQQLPVPYQAYPHLISSDHYILHPPPPAPPPQPTHMAPLGQFVSLQTQHPRMPLQRLDNDVDLRGDQPSLGSFTYSTSAPGPALSPSVPLHYLPHDPLHQELSFGVPYSHMMPRRLSTQRYRLQQPLPPPPPPPPPPPY.... Result: 1 (interaction). (7) The miRNA is hsa-miR-6831-5p with sequence UAGGUAGAGUGUGAGGAGGAGGUC. The protein sequence of the target gene is MADTTPNGPQGAGAVQFMMTNKLDTAMWLSRLFTVYCSALFVLPLLGLHEAASFYQRALLANALTSALRLHQRLPHFQLSRAFLAQALLEDSCHYLLYSLIFVNSYPVTMSIFPVLLFSLLHAATYTKKVLDAKGSNSLPLLRSFLDKLSTNQQNILKFIACNEIFLMPATVFMLFSGQGSLLQPFIYYRFLTLRYSSRRNPYCRNLFNELRIVVEHIIMKPSCPLFVRRLCLQSIAFISRLAPTVA. Result: 0 (no interaction).